This data is from Catalyst prediction with 721,799 reactions and 888 catalyst types from USPTO. The task is: Predict which catalyst facilitates the given reaction. (1) Reactant: C(OC(C1C=C(C2C=CC(C[Br:19])=CC=2)C=CC=1)=O)C.[CH2:20]([O:22][C:23]([C:25]1[C:26]([C:31]2[CH:36]=[CH:35][CH:34]=[CH:33][C:32]=2[CH3:37])=[CH:27][CH:28]=[CH:29][CH:30]=1)=[O:24])[CH3:21].BrN1C(=O)CCC1=O.N(C(C)(C)C#N)=NC(C)(C)C#N. Product: [CH2:20]([O:22][C:23]([C:25]1[C:26]([C:31]2[CH:36]=[CH:35][CH:34]=[CH:33][C:32]=2[CH2:37][Br:19])=[CH:27][CH:28]=[CH:29][CH:30]=1)=[O:24])[CH3:21]. The catalyst class is: 53. (2) Reactant: [OH:1][C:2](=[CH:6][C:7]1[CH:12]=[CH:11][C:10]([N+:13]([O-:15])=[O:14])=[CH:9][CH:8]=1)[C:3](O)=[O:4].[C:16](=O)([O-])[O-].[Cs+].[Cs+].S([O:27][CH3:28])(OC)(=O)=O.O. Product: [CH3:16][O:1][C:2](=[CH:6][C:7]1[CH:12]=[CH:11][C:10]([N+:13]([O-:15])=[O:14])=[CH:9][CH:8]=1)[C:3]([O:27][CH3:28])=[O:4]. The catalyst class is: 39.